This data is from Experimentally validated miRNA-target interactions with 360,000+ pairs, plus equal number of negative samples. The task is: Binary Classification. Given a miRNA mature sequence and a target amino acid sequence, predict their likelihood of interaction. (1) The miRNA is hsa-miR-2115-5p with sequence AGCUUCCAUGACUCCUGAUGGA. The protein sequence of the target gene is MVTGLSPLLFRKLSNPDIFAPTGKVKLQRQLSQDDCKLRRGSLASSLSGKQLLPLSSSVHSSVGQVTWQSTGEASNLVRMRNQSLGQSAPSLTAGLKELSLPRRGSFCRTSNRKSLIVTSSTSPTLPRPHSPLHGHTGNSPLDSPRNFSPNAPAHFSFVPARRTDGRRWSLASLPSSGYGTNTPSSTVSSSCSSQEKLHQLPFQPTADELHFLTKHFSTENVPDEEGRRSPRMRPRSRSLSPGRSPVSFDSEIIMMNHVYKERFPKATAQMEERPSLTFISSNTPDSVLPLADGALSFIH.... Result: 0 (no interaction). (2) The protein sequence of the target gene is MSVIFFACVVRVRDGLPLSASTDFYHTQDFLEWRRRLKSLALRLAQYPGRGSAEGCDFSIHFSSFGDVACMAICSCQCPAAMAFCFLETLWWEFTASYDTTCIGLASRPYAFLEFDSIIQKVKWHFNYVSSSQMECSLEKIQEELKLQPPAVLTLEDTDVANGVMNGHTPMHLEPAPNFRMEPVTALGILSLILNIMCAALNLIRGVHLAEHSLQVAHEEIGNILAFLVPFVACIFQCYLYLFYSPARTMKVVLMLLFICLGNMYLHGLRNLWQILFHIGVAFLSSYQILTRQLQEKQSD.... The miRNA is hsa-miR-5681a with sequence AGAAAGGGUGGCAAUACCUCUU. Result: 0 (no interaction).